Dataset: Catalyst prediction with 721,799 reactions and 888 catalyst types from USPTO. Task: Predict which catalyst facilitates the given reaction. Reactant: [CH3:1][C:2]1[C:10]2[C:9](=[O:11])[NH:8][C:7]([CH2:12][N:13]3[CH2:18][CH2:17][CH2:16][CH2:15][CH2:14]3)=[N:6][C:5]=2[S:4][C:3]=1[C:19]([O:21]CC)=[O:20].Cl. Product: [CH3:1][C:2]1[C:10]2[C:9](=[O:11])[NH:8][C:7]([CH2:12][N:13]3[CH2:14][CH2:15][CH2:16][CH2:17][CH2:18]3)=[N:6][C:5]=2[S:4][C:3]=1[C:19]([OH:21])=[O:20]. The catalyst class is: 74.